From a dataset of Forward reaction prediction with 1.9M reactions from USPTO patents (1976-2016). Predict the product of the given reaction. Given the reactants Cl.[Br:2][C:3]1[CH:8]=[CH:7][C:6]([F:9])=[CH:5][C:4]=1[NH:10][NH2:11].[CH3:12][C:13]([NH:15][C:16]([CH3:18])=O)=O, predict the reaction product. The product is: [Br:2][C:3]1[CH:8]=[CH:7][C:6]([F:9])=[CH:5][C:4]=1[N:10]1[C:16]([CH3:18])=[N:15][C:13]([CH3:12])=[N:11]1.